From a dataset of Reaction yield outcomes from USPTO patents with 853,638 reactions. Predict the reaction yield, written as a fraction of the theoretical maximum amount of product (1.0 means a 100% yield; for example, 0.34 means a 34% yield). (1) The reactants are [C:1]([O:7][CH2:8][CH3:9])(=[O:6])[CH2:2][C:3]([CH3:5])=O.[CH3:10]OC(OC)N(C)C.Cl.[C:19]1([NH:25][NH2:26])[CH:24]=[CH:23][CH:22]=[CH:21][CH:20]=1. The catalyst is C(O)C. The product is [CH3:5][C:3]1[N:25]([C:19]2[CH:24]=[CH:23][CH:22]=[CH:21][CH:20]=2)[N:26]=[CH:10][C:2]=1[C:1]([O:7][CH2:8][CH3:9])=[O:6]. The yield is 0.870. (2) The reactants are [CH3:1][O:2][N:3]=[C:4]1[CH2:8][N:7]([C:9]([O:11]C(C)(C)C)=O)[C@H:6]([C:16]([O:18][CH3:19])=[O:17])[CH2:5]1.[C:20]1([C:29]2[CH:34]=[CH:33][CH:32]=[CH:31][CH:30]=2)[CH:25]=[CH:24][C:23](C(Cl)=O)=[CH:22][CH:21]=1. No catalyst specified. The product is [C:20]1([C:29]2[CH:30]=[CH:31][CH:32]=[CH:33][CH:34]=2)[CH:25]=[CH:24][C:23]([C:9]([N:7]2[CH2:8][C:4](=[N:3][O:2][CH3:1])[CH2:5][C@H:6]2[C:16]([O:18][CH3:19])=[O:17])=[O:11])=[CH:22][CH:21]=1. The yield is 0.310. (3) The reactants are [Cl:1][C:2]1[CH:24]=[CH:23][C:5]([CH2:6][NH:7][C:8]([C:10]2[C:11](=[O:22])[C:12]3[CH:19]=[C:18]([CH2:20]O)[S:17][C:13]=3[N:14]([CH3:16])[CH:15]=2)=[O:9])=[CH:4][CH:3]=1.N1C(C)=CC(C)=CC=1C.CS(Cl)(=O)=O.[NH:39]1[CH2:44][CH2:43][O:42][CH2:41][CH2:40]1. The catalyst is CN(C=O)C.CN(C1C=CN=CC=1)C.O. The product is [Cl:1][C:2]1[CH:3]=[CH:4][C:5]([CH2:6][NH:7][C:8]([C:10]2[C:11](=[O:22])[C:12]3[CH:19]=[C:18]([CH2:20][N:39]4[CH2:44][CH2:43][O:42][CH2:41][CH2:40]4)[S:17][C:13]=3[N:14]([CH3:16])[CH:15]=2)=[O:9])=[CH:23][CH:24]=1. The yield is 0.810. (4) The reactants are [CH3:1][C:2]1[C:3]([C:8]2[CH:13]=[N:12][NH:11][C:10](=O)[CH:9]=2)=[N:4][CH:5]=[CH:6][CH:7]=1.P(Cl)(Cl)([Cl:17])=O. No catalyst specified. The product is [Cl:17][C:10]1[N:11]=[N:12][CH:13]=[C:8]([C:3]2[C:2]([CH3:1])=[CH:7][CH:6]=[CH:5][N:4]=2)[CH:9]=1. The yield is 0.540. (5) No catalyst specified. The reactants are [Cl:1][C:2]1[CH:3]=[C:4]([C:10]2[N:11]=[C:12]3[C:17](=[CH:18][CH:19]=2)[N:16]=[CH:15][C:14]([C:20](=[O:22])[CH3:21])=[C:13]3[NH:23][C:24]2[CH:25]=[N:26][C:27]([NH:30][CH2:31][CH2:32][N:33]([CH3:35])[CH3:34])=[CH:28][CH:29]=2)[CH:5]=[C:6](Cl)[C:7]=1[OH:8].[Cl:36]C1C=C(B2OC(C)(C)C(C)(C)O2)C=C([F:52])C=1O. The product is [ClH:1].[ClH:36].[ClH:1].[Cl:1][C:2]1[CH:3]=[C:4]([C:10]2[N:11]=[C:12]3[C:17](=[CH:18][CH:19]=2)[N:16]=[CH:15][C:14]([C:20](=[O:22])[CH3:21])=[C:13]3[NH:23][C:24]2[CH:25]=[N:26][C:27]([NH:30][CH2:31][CH2:32][N:33]([CH3:35])[CH3:34])=[CH:28][CH:29]=2)[CH:5]=[C:6]([F:52])[C:7]=1[OH:8]. The yield is 0.660. (6) The reactants are C(N(S(F)(F)[F:7])CC)C.[C:10]([O:14][C:15]([N:17]1[CH2:21][C@H:20](O)[CH2:19][C@@H:18]1[CH2:23][C:24]1[C:32]2[C:27](=[CH:28][CH:29]=[CH:30][CH:31]=2)[NH:26][C:25]=1[CH3:33])=[O:16])([CH3:13])([CH3:12])[CH3:11]. The catalyst is C(OCC)(=O)C. The product is [C:10]([O:14][C:15]([N:17]1[CH2:21][CH:20]([F:7])[CH2:19][C@@H:18]1[CH2:23][C:24]1[C:32]2[C:27](=[CH:28][CH:29]=[CH:30][CH:31]=2)[NH:26][C:25]=1[CH3:33])=[O:16])([CH3:13])([CH3:12])[CH3:11]. The yield is 0.180. (7) No catalyst specified. The reactants are [CH2:1]([N:5]([CH3:26])[C:6]1[CH:11]=[C:10]([CH3:12])[CH:9]=[CH:8][C:7]=1[NH:13][C:14](=[O:25])[NH:15][C:16]1[S:17][CH:18]=[C:19]([CH2:21][C:22]([OH:24])=O)[N:20]=1)[CH:2]([CH3:4])[CH3:3].[CH3:27][NH2:28]. The product is [CH2:1]([N:5]([CH3:26])[C:6]1[CH:11]=[C:10]([CH3:12])[CH:9]=[CH:8][C:7]=1[NH:13][C:14](=[O:25])[NH:15][C:16]1[S:17][CH:18]=[C:19]([CH2:21][C:22]([NH:28][CH3:27])=[O:24])[N:20]=1)[CH:2]([CH3:3])[CH3:4]. The yield is 0.650. (8) The reactants are [Br:1][C:2]1[C:3](Cl)=[N:4][C:5]([Cl:8])=[N:6][CH:7]=1.[CH3:10][NH2:11]. The catalyst is C1COCC1. The product is [Br:1][C:2]1[C:3]([NH:11][CH3:10])=[N:4][C:5]([Cl:8])=[N:6][CH:7]=1. The yield is 0.750. (9) The yield is 1.00. The product is [C:16]([Si:20]([CH3:22])([CH3:21])[O:10][C:6]1[CH:5]=[C:4]2[C:9](=[CH:8][CH:7]=1)[NH:1][N:2]=[CH:3]2)([CH3:19])([CH3:18])[CH3:17]. The reactants are [NH:1]1[C:9]2[C:4](=[CH:5][C:6]([OH:10])=[CH:7][CH:8]=2)[CH:3]=[N:2]1.N1C=CN=C1.[C:16]([Si:20](Cl)([CH3:22])[CH3:21])([CH3:19])([CH3:18])[CH3:17]. The catalyst is ClCCl.